This data is from Forward reaction prediction with 1.9M reactions from USPTO patents (1976-2016). The task is: Predict the product of the given reaction. (1) Given the reactants [Cl:1][C:2]1[CH:7]=[CH:6][C:5]([C:8]2[C:14]3[CH:15]=[C:16]([O:19][CH3:20])[CH:17]=[CH:18][C:13]=3[N:12]3[C:21]([CH3:24])=[N:22][N:23]=[C:11]3[C@H:10]([CH2:25][C:26](O)=[O:27])[N:9]=2)=[CH:4][CH:3]=1.CCN=C=NCCCN(C)C.C1C=CC2N(O)N=NC=2C=1.[NH2:50][CH2:51][CH2:52][CH2:53][O:54][C:55]1[CH:56]=[CH:57][C:58]2[N:64]3[C:65]([CH3:68])=[N:66][N:67]=[C:63]3[C@H:62]([CH2:69][C:70]([NH:72][CH2:73][CH3:74])=[O:71])[N:61]=[C:60]([C:75]3[CH:80]=[CH:79][C:78]([Cl:81])=[CH:77][CH:76]=3)[C:59]=2[CH:82]=1, predict the reaction product. The product is: [Cl:81][C:78]1[CH:79]=[CH:80][C:75]([C:60]2[C:59]3[CH:82]=[C:55]([O:54][CH2:53][CH2:52][CH2:51][NH:50][C:26](=[O:27])[CH2:25][C@@H:10]4[N:9]=[C:8]([C:5]5[CH:6]=[CH:7][C:2]([Cl:1])=[CH:3][CH:4]=5)[C:14]5[CH:15]=[C:16]([O:19][CH3:20])[CH:17]=[CH:18][C:13]=5[N:12]5[C:21]([CH3:24])=[N:22][N:23]=[C:11]45)[CH:56]=[CH:57][C:58]=3[N:64]3[C:65]([CH3:68])=[N:66][N:67]=[C:63]3[C@H:62]([CH2:69][C:70]([NH:72][CH2:73][CH3:74])=[O:71])[N:61]=2)=[CH:76][CH:77]=1. (2) Given the reactants O[CH:2]([CH2:8][CH2:9][CH2:10][CH3:11])[C:3]([O:5]CC)=[O:4].[CH3:12][O:13][C:14]1[CH:19]=[CH:18][C:17]([OH:20])=[CH:16][CH:15]=1.[NH2:21][C:22]1[S:23][CH:24]=[CH:25][N:26]=1, predict the reaction product. The product is: [CH3:12][O:13][C:14]1[CH:19]=[CH:18][C:17]([O:20][CH:2]([CH2:8][CH2:9][CH2:10][CH3:11])[C:3]([OH:5])=[O:4])=[CH:16][CH:15]=1.[CH3:12][O:13][C:14]1[CH:19]=[CH:18][C:17]([O:20][CH:2]([CH2:8][CH2:9][CH2:10][CH3:11])[C:3]([NH:21][C:22]2[S:23][CH:24]=[CH:25][N:26]=2)=[O:5])=[CH:16][CH:15]=1. (3) Given the reactants [N+:1]([C:4]1[CH:5]=[C:6]([NH:11][C:12](=[O:19])[C:13]2[CH:18]=[CH:17][CH:16]=[CH:15][CH:14]=2)[C:7](=O)[NH:8][CH:9]=1)([O-:3])=[O:2], predict the reaction product. The product is: [N+:1]([C:4]1[CH:5]=[C:6]2[N:11]=[C:12]([C:13]3[CH:14]=[CH:15][CH:16]=[CH:17][CH:18]=3)[O:19][C:7]2=[N:8][CH:9]=1)([O-:3])=[O:2]. (4) Given the reactants [N+](=C[Si](C)(C)C)=[N-].[Br:8][C:9]1[CH:14]=[CH:13][C:12]([CH2:15][C:16]([OH:18])=[O:17])=[C:11]([F:19])[CH:10]=1.[N+](=[CH2:22])=[N-], predict the reaction product. The product is: [Br:8][C:9]1[CH:14]=[CH:13][C:12]([CH2:15][C:16]([O:18][CH3:22])=[O:17])=[C:11]([F:19])[CH:10]=1.